This data is from Reaction yield outcomes from USPTO patents with 853,638 reactions. The task is: Predict the reaction yield, written as a fraction of the theoretical maximum amount of product (1.0 means a 100% yield; for example, 0.34 means a 34% yield). (1) The reactants are [CH:1]([C:5]1[CH:10]=[CH:9][C:8]([N:11]2[C:20](=[O:21])[C:19]3[C:14](=[CH:15][CH:16]=[CH:17][CH:18]=3)[N:13]=[C:12]2[C:22]2[CH:27]=[CH:26][C:25]([N+:28]([O-])=O)=[C:24]([N+:31]([O-])=O)[CH:23]=2)=[CH:7][CH:6]=1)([CH2:3][CH3:4])[CH3:2]. The catalyst is CCO. The product is [CH:1]([C:5]1[CH:6]=[CH:7][C:8]([N:11]2[C:20](=[O:21])[C:19]3[C:14](=[CH:15][CH:16]=[CH:17][CH:18]=3)[N:13]=[C:12]2[C:22]2[CH:27]=[CH:26][C:25]([NH2:28])=[C:24]([NH2:31])[CH:23]=2)=[CH:9][CH:10]=1)([CH2:3][CH3:4])[CH3:2]. The yield is 0.620. (2) The reactants are [CH3:1][O:2][C:3]1[CH:12]=[C:11]2[C:6]([CH2:7][CH2:8][CH2:9][C:10]2=O)=[CH:5][CH:4]=1.[C:14](#[N:18])[CH2:15][C:16]#[N:17].C1(C)C=CC=CC=1.C([O-])(=O)C.[NH4+].C(O)(=O)C. No catalyst specified. The product is [CH3:1][O:2][C:3]1[CH:12]=[C:11]2[C:6]([CH2:7][CH2:8][CH2:9][C:10]2=[C:15]([C:14]#[N:18])[C:16]#[N:17])=[CH:5][CH:4]=1. The yield is 0.732. (3) The reactants are [CH3:1][N:2]([CH3:40])[C:3](=[O:39])[O:4][C:5]1[CH:10]=[CH:9][C:8]([C:11]([NH:33][CH2:34][CH:35]=[CH2:36])(O)[CH2:12][CH2:13][O:14][Si:15]([C:28]([CH3:31])([CH3:30])[CH3:29])([C:22]2[CH:27]=[CH:26][CH:25]=[CH:24][CH:23]=2)[C:16]2[CH:21]=[CH:20][CH:19]=[CH:18][CH:17]=2)=[C:7]([CH:37]=[CH2:38])[CH:6]=1.C(N(CC)CC)C.[C:48](O[C:48]([O:50][C:51]([CH3:54])([CH3:53])[CH3:52])=[O:49])([O:50][C:51]([CH3:54])([CH3:53])[CH3:52])=[O:49]. The catalyst is O1CCCC1. The product is [CH2:34]([N:33]([CH:11]([C:8]1[CH:9]=[CH:10][C:5]([O:4][C:3](=[O:39])[N:2]([CH3:40])[CH3:1])=[CH:6][C:7]=1[CH:37]=[CH2:38])[CH2:12][CH2:13][O:14][Si:15]([C:28]([CH3:31])([CH3:29])[CH3:30])([C:22]1[CH:23]=[CH:24][CH:25]=[CH:26][CH:27]=1)[C:16]1[CH:17]=[CH:18][CH:19]=[CH:20][CH:21]=1)[C:48](=[O:49])[O:50][C:51]([CH3:54])([CH3:53])[CH3:52])[CH:35]=[CH2:36]. The yield is 0.890. (4) The reactants are [H-].[Na+].[Si:3]([O:20][CH2:21][CH2:22][O:23][CH2:24][C@H:25]([OH:30])[C:26]([O:28][CH3:29])=[O:27])([C:16]([CH3:19])([CH3:18])[CH3:17])([C:10]1[CH:15]=[CH:14][CH:13]=[CH:12][CH:11]=1)[C:4]1[CH:9]=[CH:8][CH:7]=[CH:6][CH:5]=1.Cl[C:32]1[N:37]=[CH:36][N:35]=[C:34]2[N:38]([C:41]3[C:46]([Cl:47])=[CH:45][CH:44]=[CH:43][N:42]=3)[N:39]=[CH:40][C:33]=12. The catalyst is O1CCCC1. The product is [Si:3]([O:20][CH2:21][CH2:22][O:23][CH2:24][C@H:25]([O:30][C:32]1[N:37]=[CH:36][N:35]=[C:34]2[N:38]([C:41]3[C:46]([Cl:47])=[CH:45][CH:44]=[CH:43][N:42]=3)[N:39]=[CH:40][C:33]=12)[C:26]([O:28][CH3:29])=[O:27])([C:16]([CH3:19])([CH3:18])[CH3:17])([C:10]1[CH:15]=[CH:14][CH:13]=[CH:12][CH:11]=1)[C:4]1[CH:5]=[CH:6][CH:7]=[CH:8][CH:9]=1. The yield is 0.536. (5) The reactants are Br[CH2:2][CH2:3]Br.[Mg].Br[C:7]1[CH:12]=[CH:11][C:10]([O:13][CH3:14])=[CH:9][CH:8]=1.[CH3:15][C:16]1([CH3:30])[O:20][CH2:19][C@@H:18]([CH:21]=[O:22])[N:17]1[C:23]([O:25][C:26](C)(C)C)=[O:24].[CH2:31]1[CH2:35]O[CH2:33][CH2:32]1. The catalyst is S(C)C.[Cu]I. The product is [OH:22][C@H:21]([C:7]1[CH:12]=[CH:11][C:10]([O:13][CH3:14])=[CH:9][CH:8]=1)[C@H:18]1[CH2:19][O:20][C:16]([CH3:30])([CH3:15])[N:17]1[C:23]([O:25][CH2:26][C:3]1[CH:2]=[CH:33][CH:32]=[CH:31][CH:35]=1)=[O:24]. The yield is 0.360.